Dataset: Reaction yield outcomes from USPTO patents with 853,638 reactions. Task: Predict the reaction yield, written as a fraction of the theoretical maximum amount of product (1.0 means a 100% yield; for example, 0.34 means a 34% yield). (1) The reactants are [C:1]([C:3]1[CH:17]=[CH:16][C:6]([C:7]([NH:9][C:10]2[CH:11]=[N:12][CH:13]=[CH:14][CH:15]=2)=[O:8])=[CH:5][C:4]=1[CH3:18])#[N:2].[CH]Cl.[C:21]([C:25]1[CH:30]=[CH:29][C:28]([S:31](Cl)(=[O:33])=[O:32])=[CH:27][CH:26]=1)([CH3:24])([CH3:23])[CH3:22]. The catalyst is CCO.N1C=CC=CC=1.[Pd]. The product is [C:21]([C:25]1[CH:30]=[CH:29][C:28]([S:31]([NH:2][CH2:1][C:3]2[CH:17]=[CH:16][C:6]([C:7]([NH:9][C:10]3[CH:11]=[N:12][CH:13]=[CH:14][CH:15]=3)=[O:8])=[CH:5][C:4]=2[CH3:18])(=[O:33])=[O:32])=[CH:27][CH:26]=1)([CH3:24])([CH3:22])[CH3:23]. The yield is 0.100. (2) The reactants are [CH3:1][O:2][C:3]1[C:4](NC(=O)C(C)(C)C)=[C:5]([CH:9]=[CH:10][CH:11]=1)[C:6]([OH:8])=[O:7].Cl.N([O-])=O.[Na+].[I-:24].[K+]. The catalyst is O. The product is [I:24][C:4]1[C:3]([O:2][CH3:1])=[CH:11][CH:10]=[CH:9][C:5]=1[C:6]([OH:8])=[O:7]. The yield is 0.580. (3) The reactants are [C:1](=O)([O-])[O-].[K+].[K+].CI.[OH:9][C:10]1[CH:34]=[CH:33][C:13]([C:14]([NH:16][CH2:17][C@H:18]([N:23]2[CH2:28][CH2:27][N:26]([S:29]([CH3:32])(=[O:31])=[O:30])[CH2:25][CH2:24]2)[C:19]([O:21][CH3:22])=[O:20])=[O:15])=[CH:12][CH:11]=1. The catalyst is C(C(C)=O)C. The product is [CH3:32][S:29]([N:26]1[CH2:25][CH2:24][N:23]([C@@H:18]([CH2:17][NH:16][C:14](=[O:15])[C:13]2[CH:33]=[CH:34][C:10]([O:9][CH3:1])=[CH:11][CH:12]=2)[C:19]([O:21][CH3:22])=[O:20])[CH2:28][CH2:27]1)(=[O:31])=[O:30]. The yield is 1.00. (4) The reactants are Br[C:2]1[CH:3]=[CH:4][C:5]2[NH:6][C:7]3[C:12]([C:13]=2[CH:14]=1)=[CH:11][CH:10]=[CH:9][CH:8]=3.[C:15]1([C:21]2[C:29]3[S:28][C:27]4[C:30](B(O)O)=[CH:31][CH:32]=[CH:33][C:26]=4[C:25]=3[CH:24]=[CH:23][CH:22]=2)[CH:20]=[CH:19][CH:18]=[CH:17][CH:16]=1.CC1C=CC=CC=1P(C1C=CC=CC=1C)C1C=CC=CC=1C.C(=O)([O-])[O-].[Na+].[Na+]. The catalyst is C([O-])(=O)C.[Pd+2].C([O-])(=O)C.C(O)C.C1(C)C=CC=CC=1. The product is [C:15]1([C:21]2[C:29]3[S:28][C:27]4[C:30]([C:2]5[CH:3]=[CH:4][C:5]6[NH:6][C:7]7[C:12]([C:13]=6[CH:14]=5)=[CH:11][CH:10]=[CH:9][CH:8]=7)=[CH:31][CH:32]=[CH:33][C:26]=4[C:25]=3[CH:24]=[CH:23][CH:22]=2)[CH:16]=[CH:17][CH:18]=[CH:19][CH:20]=1. The yield is 0.590. (5) The reactants are [C:1]([C:3]1[CH:8]=[CH:7][C:6]([CH2:9][C:10]([O:12][CH3:13])=[O:11])=[C:5]([N+:14]([O-])=O)[CH:4]=1)#[N:2].S([O-])([O-])(=O)=O.[Mg+2]. The catalyst is C1(C)C=CC=CC=1.[Pd]. The product is [NH2:14][C:5]1[CH:4]=[C:3]([C:1]#[N:2])[CH:8]=[CH:7][C:6]=1[CH2:9][C:10]([O:12][CH3:13])=[O:11]. The yield is 0.950.